From a dataset of Reaction yield outcomes from USPTO patents with 853,638 reactions. Predict the reaction yield, written as a fraction of the theoretical maximum amount of product (1.0 means a 100% yield; for example, 0.34 means a 34% yield). (1) No catalyst specified. The reactants are [F:1][C:2]1[CH:7]=[CH:6][C:5]([C:8]2[C:12]([C:13](O)=[O:14])=[C:11]([C:16]([F:19])([F:18])[F:17])[O:10][N:9]=2)=[CH:4][CH:3]=1.C1(C2C(C(O)=O)=C(C(F)(F)F)ON=2)C=CC=CC=1. The yield is 0.560. The product is [F:1][C:2]1[CH:7]=[CH:6][C:5]([C:8]2[C:12]([CH2:13][OH:14])=[C:11]([C:16]([F:18])([F:17])[F:19])[O:10][N:9]=2)=[CH:4][CH:3]=1. (2) The reactants are Cl[C:2]1[N:26]=[CH:25][CH:24]=[CH:23][C:3]=1[C:4]([N:6]([C:10]1[CH:11]=[C:12]([CH:18]=[C:19]([O:21][CH3:22])[CH:20]=1)[C:13]([O:15][CH2:16][CH3:17])=[O:14])[CH2:7][O:8][CH3:9])=[O:5].C(P(CCCC)CCCC)CCC.C(=O)([O-])[O-].[K+].[K+].O. The catalyst is CN(C)C=O.C([O-])(=O)C.[Pd+2].C([O-])(=O)C.ClCCl. The product is [CH3:22][O:21][C:19]1[C:20]2[C:2]3[N:26]=[CH:25][CH:24]=[CH:23][C:3]=3[C:4](=[O:5])[N:6]([CH2:7][O:8][CH3:9])[C:10]=2[CH:11]=[C:12]([C:13]([O:15][CH2:16][CH3:17])=[O:14])[CH:18]=1. The yield is 0.773. (3) The reactants are [Cl:1][C:2]1[N:3]([C@@H:18]2[O:32][C@H:31]([CH2:33][O:34]C(C3C(C)=CC=CC=3)=O)[C@@H:20]([O:21]C(C3C(C)=CC=CC=3)=O)[CH2:19]2)[C:4]2[C:9]([C:10]=1[C:11]1[O:12][CH:13]=[CH:14][CH:15]=1)=[CH:8][C:7]([Cl:16])=[C:6]([Cl:17])[CH:5]=2.C[O-].[Na+].CO.C(Cl)(Cl)Cl. The catalyst is CO.C(Cl)(Cl)Cl. The product is [Cl:1][C:2]1[N:3]([C@@H:18]2[O:32][C@H:31]([CH2:33][OH:34])[C@@H:20]([OH:21])[CH2:19]2)[C:4]2[C:9]([C:10]=1[C:11]1[O:12][CH:13]=[CH:14][CH:15]=1)=[CH:8][C:7]([Cl:16])=[C:6]([Cl:17])[CH:5]=2. The yield is 0.750. (4) The product is [C:1]([O:5][C:6]([N:8]1[CH2:13][CH2:12][N:11]([C:14]2[C:19]([CH:20]3[CH2:22][CH2:21]3)=[C:18]([NH2:23])[N:17]=[CH:16][N:15]=2)[CH2:10][CH2:9]1)=[O:7])([CH3:4])([CH3:2])[CH3:3]. The catalyst is CO. The reactants are [C:1]([O:5][C:6]([N:8]1[CH2:13][CH2:12][N:11]([C:14]2[C:19]([CH:20]3[CH2:22][CH2:21]3)=[C:18]([N:23]=C(C3C=CC=CC=3)C3C=CC=CC=3)[N:17]=[CH:16][N:15]=2)[CH2:10][CH2:9]1)=[O:7])([CH3:4])([CH3:3])[CH3:2].Cl.NO.CC([O-])=O.[Na+]. The yield is 0.950.